From a dataset of NCI-60 drug combinations with 297,098 pairs across 59 cell lines. Regression. Given two drug SMILES strings and cell line genomic features, predict the synergy score measuring deviation from expected non-interaction effect. (1) Drug 1: CC=C1C(=O)NC(C(=O)OC2CC(=O)NC(C(=O)NC(CSSCCC=C2)C(=O)N1)C(C)C)C(C)C. Drug 2: CNC(=O)C1=NC=CC(=C1)OC2=CC=C(C=C2)NC(=O)NC3=CC(=C(C=C3)Cl)C(F)(F)F. Cell line: MALME-3M. Synergy scores: CSS=42.5, Synergy_ZIP=2.25, Synergy_Bliss=-0.982, Synergy_Loewe=-45.8, Synergy_HSA=-3.01. (2) Drug 1: C1=CC(=CC=C1CC(C(=O)O)N)N(CCCl)CCCl.Cl. Drug 2: CC1=C2C(C(=O)C3(C(CC4C(C3C(C(C2(C)C)(CC1OC(=O)C(C(C5=CC=CC=C5)NC(=O)C6=CC=CC=C6)O)O)OC(=O)C7=CC=CC=C7)(CO4)OC(=O)C)O)C)OC(=O)C. Cell line: HCT116. Synergy scores: CSS=18.5, Synergy_ZIP=-6.64, Synergy_Bliss=-9.56, Synergy_Loewe=-43.5, Synergy_HSA=-7.38. (3) Drug 1: CC(C)CN1C=NC2=C1C3=CC=CC=C3N=C2N. Drug 2: C(CN)CNCCSP(=O)(O)O. Cell line: SN12C. Synergy scores: CSS=7.38, Synergy_ZIP=-4.81, Synergy_Bliss=-3.04, Synergy_Loewe=-1.99, Synergy_HSA=-1.84. (4) Drug 1: C(=O)(N)NO. Drug 2: CCN(CC)CCCC(C)NC1=C2C=C(C=CC2=NC3=C1C=CC(=C3)Cl)OC. Cell line: SR. Synergy scores: CSS=52.8, Synergy_ZIP=1.49, Synergy_Bliss=3.36, Synergy_Loewe=-43.9, Synergy_HSA=2.05. (5) Drug 1: C1CN1C2=NC(=NC(=N2)N3CC3)N4CC4. Drug 2: CC(C)NC(=O)C1=CC=C(C=C1)CNNC.Cl. Cell line: UACC-257. Synergy scores: CSS=-0.132, Synergy_ZIP=-2.98, Synergy_Bliss=-2.90, Synergy_Loewe=-11.3, Synergy_HSA=-5.07. (6) Drug 1: C1=CC(=CC=C1CC(C(=O)O)N)N(CCCl)CCCl.Cl. Drug 2: CS(=O)(=O)OCCCCOS(=O)(=O)C. Cell line: EKVX. Synergy scores: CSS=2.21, Synergy_ZIP=1.32, Synergy_Bliss=4.53, Synergy_Loewe=-2.25, Synergy_HSA=0.818.